Dataset: Catalyst prediction with 721,799 reactions and 888 catalyst types from USPTO. Task: Predict which catalyst facilitates the given reaction. Reactant: Cl.[CH3:2][O:3][C:4](=[O:26])[CH:5]([O:23][CH2:24][CH3:25])[CH2:6][C:7]1[CH:12]=[CH:11][CH:10]=[C:9](CCNCCCCCCC)[CH:8]=1.[F:27][C:28]1[CH:33]=[C:32]([F:34])[CH:31]=[CH:30][C:29]=1[N:35]=[C:36]=[O:37].C([N:41]([CH2:45][CH3:46])[CH:42]([CH3:44])C)(C)C.Cl. Product: [CH3:2][O:3][C:4](=[O:26])[CH:5]([O:23][CH2:24][CH3:25])[CH2:6][C:7]1[CH:12]=[CH:11][C:10]([CH2:46][CH2:45][N:41]([CH2:42][CH2:44][CH2:4][CH2:5][CH2:6][CH2:7][CH3:8])[C:36]([NH:35][C:29]2[CH:30]=[CH:31][C:32]([F:34])=[CH:33][C:28]=2[F:27])=[O:37])=[CH:9][CH:8]=1. The catalyst class is: 11.